From a dataset of Forward reaction prediction with 1.9M reactions from USPTO patents (1976-2016). Predict the product of the given reaction. Given the reactants [Br:1][C:2]1[N:7]2[CH:8]=[N:9][CH:10]=[C:6]2[C:5]([OH:11])=[N:4][C:3]=1[Cl:12].O[CH2:14][C@@H:15]1[CH2:20][CH2:19][CH2:18][N:17]([C:21]([O:23][C:24]([CH3:27])([CH3:26])[CH3:25])=[O:22])[CH2:16]1.C1(P(C2C=CC=CC=2)C2C=CC=CC=2)C=CC=CC=1.N(C(OCC)=O)=NC(OCC)=O, predict the reaction product. The product is: [Br:1][C:2]1[N:7]2[CH:8]=[N:9][CH:10]=[C:6]2[C:5]([O:11][CH2:14][C@@H:15]2[CH2:20][CH2:19][CH2:18][N:17]([C:21]([O:23][C:24]([CH3:25])([CH3:27])[CH3:26])=[O:22])[CH2:16]2)=[N:4][C:3]=1[Cl:12].